From a dataset of Catalyst prediction with 721,799 reactions and 888 catalyst types from USPTO. Predict which catalyst facilitates the given reaction. (1) Reactant: [F:1][C:2]1[CH:11]=[CH:10][CH:9]=[C:8]2[C:3]=1[C:4]([CH2:19][C:20]([NH2:22])=[O:21])=[N:5][C:6]([N:12]1[CH2:17][CH2:16][N:15]([CH3:18])[CH2:14][CH2:13]1)=[N:7]2.C[O:24][C:25](=O)[C:26]([C:28]1[C:29]2[CH:42]=[CH:41][S:40][C:30]=2[N:31](C(OC(C)(C)C)=O)[CH:32]=1)=O.CC([O-])(C)C.[K+]. Product: [F:1][C:2]1[CH:11]=[CH:10][CH:9]=[C:8]2[C:3]=1[C:4]([C:19]1[C:20](=[O:21])[NH:22][C:25](=[O:24])[C:26]=1[C:28]1[C:29]3[CH:42]=[CH:41][S:40][C:30]=3[NH:31][CH:32]=1)=[N:5][C:6]([N:12]1[CH2:17][CH2:16][N:15]([CH3:18])[CH2:14][CH2:13]1)=[N:7]2. The catalyst class is: 387. (2) Reactant: [Cl:1][S:2]([OH:5])(=O)=[O:3].P(Cl)(Cl)(Cl)(Cl)Cl.[CH3:12][C:13]1[S:14][CH:15]=[CH:16][C:17]=1[C:18]1[CH:23]=[CH:22][C:21]([C:24]([F:27])([F:26])[F:25])=[CH:20][CH:19]=1. Product: [CH3:12][C:13]1[S:14][C:15]([S:2]([Cl:1])(=[O:5])=[O:3])=[CH:16][C:17]=1[C:18]1[CH:19]=[CH:20][C:21]([C:24]([F:27])([F:25])[F:26])=[CH:22][CH:23]=1. The catalyst class is: 4. (3) Reactant: [CH3:1][NH:2][C:3]([C:5]1[NH:13][C:12]2[C:7](=[N:8][CH:9]=[CH:10][CH:11]=2)[CH:6]=1)=[O:4].[C:14]1([S:20][S:20][C:14]2[CH:19]=[CH:18][CH:17]=[CH:16][CH:15]=2)[CH:19]=[CH:18][CH:17]=[CH:16][CH:15]=1. Product: [CH3:1][NH:2][C:3]([C:5]1[NH:13][C:12]2[C:7](=[N:8][CH:9]=[CH:10][CH:11]=2)[C:6]=1[S:20][C:14]1[CH:19]=[CH:18][CH:17]=[CH:16][CH:15]=1)=[O:4]. The catalyst class is: 3. (4) Reactant: [N:1]1[CH:6]=[CH:5][CH:4]=[CH:3][C:2]=1[N:7]1[CH2:12][CH2:11][NH:10][CH2:9][CH2:8]1.[Cl:13][C:14]1[CH:19]=[CH:18][C:17]([NH:20][C:21](=[O:24])[CH2:22]Cl)=[CH:16][CH:15]=1.C(=O)([O-])[O-].[Na+].[Na+]. Product: [Cl:13][C:14]1[CH:15]=[CH:16][C:17]([NH:20][C:21](=[O:24])[CH2:22][N:10]2[CH2:9][CH2:8][N:7]([C:2]3[CH:3]=[CH:4][CH:5]=[CH:6][N:1]=3)[CH2:12][CH2:11]2)=[CH:18][CH:19]=1. The catalyst class is: 35.